The task is: Predict the reaction yield, written as a fraction of the theoretical maximum amount of product (1.0 means a 100% yield; for example, 0.34 means a 34% yield).. This data is from Reaction yield outcomes from USPTO patents with 853,638 reactions. (1) The reactants are [C-]#N.[K+].[C:4]([CH2:6]CC1C=C2C(=CC=1)NC(=O)C2)#N.Cl[CH2:19][CH2:20][C:21]1[CH:22]=[C:23]2[C:27](=[CH:28][CH:29]=1)[NH:26][C:25](=[O:30])[CH2:24]2.CS(C)=[O:33]. No catalyst specified. The product is [C:20]([C:21]1[CH:22]=[C:23]2[C:27](=[CH:28][CH:29]=1)[NH:26][C:25](=[O:30])[CH2:24]2)(=[O:33])[CH2:19][CH2:4][CH3:6]. The yield is 0.420. (2) The catalyst is O1CCOCC1.O.C1C=CC(P(C2C=CC=CC=2)[C-]2C=CC=C2)=CC=1.C1C=CC(P(C2C=CC=CC=2)[C-]2C=CC=C2)=CC=1.Cl[Pd]Cl.[Fe+2]. The product is [CH:15]1([CH2:18][O:19][C:20]2[CH:25]=[CH:24][C:23]([S:26]([CH2:29][CH3:30])(=[O:28])=[O:27])=[CH:22][C:21]=2[C:2]2[C:11]3[C:6](=[CH:7][CH:8]=[C:9]([F:12])[CH:10]=3)[C:5](=[O:13])[N:4]([CH3:14])[CH:3]=2)[CH2:16][CH2:17]1. The reactants are Br[C:2]1[C:11]2[C:6](=[CH:7][CH:8]=[C:9]([F:12])[CH:10]=2)[C:5](=[O:13])[N:4]([CH3:14])[CH:3]=1.[CH:15]1([CH2:18][O:19][C:20]2[CH:25]=[CH:24][C:23]([S:26]([CH2:29][CH3:30])(=[O:28])=[O:27])=[CH:22][C:21]=2B2OC(C)(C)C(C)(C)O2)[CH2:17][CH2:16]1.[O-]P([O-])([O-])=O.[K+].[K+].[K+]. The yield is 0.160. (3) The reactants are [Cl:1][C:2]1[CH:3]=[C:4](B(O)O)[CH:5]=[C:6]([Cl:8])[CH:7]=1.Cl[C:13]1[CH:22]=[CH:21][C:20]2[C:15](=[CH:16][CH:17]=[CH:18][C:19]=2[CH2:23][CH:24]([CH3:26])[CH3:25])[N:14]=1.C([O-])([O-])=O.[Na+].[Na+]. The catalyst is C1COCC1.O.C(OCC)(=O)C.C1C=CC([P]([Pd]([P](C2C=CC=CC=2)(C2C=CC=CC=2)C2C=CC=CC=2)([P](C2C=CC=CC=2)(C2C=CC=CC=2)C2C=CC=CC=2)[P](C2C=CC=CC=2)(C2C=CC=CC=2)C2C=CC=CC=2)(C2C=CC=CC=2)C2C=CC=CC=2)=CC=1. The product is [Cl:1][C:2]1[CH:3]=[C:4]([C:13]2[CH:22]=[CH:21][C:20]3[C:15](=[CH:16][CH:17]=[CH:18][C:19]=3[CH2:23][CH:24]([CH3:26])[CH3:25])[N:14]=2)[CH:5]=[C:6]([Cl:8])[CH:7]=1. The yield is 0.660. (4) The reactants are C([N:4]1[C:8]2=[CH:9][CH:10]=[C:11]3[C:16]([N:15]=[C:14]([CH:17]([CH3:19])[CH3:18])[N:13]([C:20]4[CH:25]=[CH:24][C:23]([Cl:26])=[CH:22][CH:21]=4)[C:12]3=[O:27])=[C:7]2[CH:6]=[C:5]1[CH3:28])(=O)C.[OH-].[K+]. The catalyst is CO.O. The product is [Cl:26][C:23]1[CH:22]=[CH:21][C:20]([N:13]2[C:12](=[O:27])[C:11]3[C:16](=[C:7]4[CH:6]=[C:5]([CH3:28])[NH:4][C:8]4=[CH:9][CH:10]=3)[N:15]=[C:14]2[CH:17]([CH3:19])[CH3:18])=[CH:25][CH:24]=1. The yield is 0.900. (5) The reactants are [Si:1]([O:8][CH2:9][CH2:10][CH:11]([C:13]1[CH:18]=[CH:17][C:16]([O:19][CH2:20][C:21]2[CH:26]=[CH:25][C:24]([Cl:27])=[C:23]([Cl:28])[CH:22]=2)=[CH:15][CH:14]=1)[OH:12])([C:4]([CH3:7])([CH3:6])[CH3:5])([CH3:3])[CH3:2].[C:29]1(C2C3C(=C4C(=CC=3)C(C3C=CC=CC=3)=CC=N4)N=CC=2)C=CC=C[CH:30]=1.C(N(CC)CC)C. The catalyst is C(OCCCC)=C.FC(F)(F)C([O-])=O.[Pd+2].FC(F)(F)C([O-])=O. The product is [C:4]([Si:1]([O:8][CH2:9][CH2:10][CH:11]([C:13]1[CH:18]=[CH:17][C:16]([O:19][CH2:20][C:21]2[CH:26]=[CH:25][C:24]([Cl:27])=[C:23]([Cl:28])[CH:22]=2)=[CH:15][CH:14]=1)[O:12][CH:29]=[CH2:30])([CH3:3])[CH3:2])([CH3:6])([CH3:7])[CH3:5]. The yield is 0.870. (6) The reactants are Cl[C:2]1[N:7]=[C:6]([NH:8][C:9]2[CH:18]=[CH:17][C:12]3[NH:13][C:14](=[O:16])[NH:15][C:11]=3[CH:10]=2)[C:5]([F:19])=[CH:4][N:3]=1.[CH3:20][N:21]1[CH2:26][CH2:25][N:24]([C:27]2[N:32]=[CH:31][C:30]([NH2:33])=[CH:29][CH:28]=2)[CH2:23][CH2:22]1.C(O)(C(F)(F)F)=O. The catalyst is CC(O)C. The product is [NH:13]1[C:12]2[CH:17]=[CH:18][C:9]([NH:8][C:6]3[C:5]([F:19])=[CH:4][N:3]=[C:2]([NH:33][C:30]4[CH:29]=[CH:28][C:27]([N:24]5[CH2:25][CH2:26][N:21]([CH3:20])[CH2:22][CH2:23]5)=[N:32][CH:31]=4)[N:7]=3)=[CH:10][C:11]=2[NH:15][C:14]1=[O:16]. The yield is 0.600.